From a dataset of Experimentally validated miRNA-target interactions with 360,000+ pairs, plus equal number of negative samples. Binary Classification. Given a miRNA mature sequence and a target amino acid sequence, predict their likelihood of interaction. (1) The miRNA is hsa-miR-4639-3p with sequence UCACUCUCACCUUGCUUUGC. The protein sequence of the target gene is MSGVVRTLSRCLLPAEAGGARERRAGSGARDAEREARRRSRDIDALLARERRAVRRLVKILLLGAGESGKSTFLKQMRIIHGREFDQKALLEFRDTIFDNILKGSRVLVDARDKLGIPWQYSENEKHGMFLMAFENKAGLPVEPATFQLYVPALSALWRDSGIREAFSRRSEFQLGESVKYFLDNLDRIGQLNYFPSKQDILLARKATKGIVEHDFVIKKIPFKMVDVGGQRSQRQKWFQCFDGITSILFMVSSSEYDQVLMEDRRTNRLVESMNIFETIVNNKLFFNVSIILFLNKMDL.... Result: 0 (no interaction). (2) The miRNA is hsa-miR-548am-3p with sequence CAAAAACUGCAGUUACUUUUGU. The protein sequence of the target gene is MRWFLPWTLAAVTAAAASTVLATALSPAPTTMDFTPAPLEDTSSRPQFCKWPCECPPSPPRCPLGVSLITDGCECCKMCAQQLGDNCTEAAICDPHRGLYCDYSGDRPRYAIGVCAQVVGVGCVLDGVRYNNGQSFQPNCKYNCTCIDGAVGCTPLCLRVRPPRLWCPHPRRVSIPGHCCEQWVCEDDAKRPRKTAPRDTGAFDAVGEVEAWHRNCIAYTSPWSPCSTSCGLGVSTRISNVNAQCWPEQESRLCNLRPCDVDIHTLIKAGKKCLAVYQPEASMNFTLAGCISTRSYQPKY.... Result: 0 (no interaction). (3) The miRNA is hsa-miR-548at-3p with sequence CAAAACCGCAGUAACUUUUGU. The protein sequence of the target gene is MIWRRAALAGTRLVWSRSGSAGWLDRAAGAAGAAAAAASGMESNTSSSLENLATAPVNQIQETISDNCVVIFSKTSCSYCTMAKKLFHDMNVNYKVVELDLLEYGNQFQDALYKMTGERTVPRIFVNGTFIGGATDTHRLHKEGKLLPLVHQCYLKKSKRKEFQ. Result: 1 (interaction).